From a dataset of Reaction yield outcomes from USPTO patents with 853,638 reactions. Predict the reaction yield, written as a fraction of the theoretical maximum amount of product (1.0 means a 100% yield; for example, 0.34 means a 34% yield). (1) The reactants are [Br:1][C:2]1[CH:7]=[CH:6][CH:5]=[CH:4][C:3]=1[C:8]1[N:12]([CH2:13][CH:14]([CH3:16])[CH3:15])[CH:11]=[N:10][C:9]=1[C:17]([OH:19])=O.C(Cl)(=O)C(Cl)=O.[NH3:26]. The catalyst is C1COCC1. The product is [Br:1][C:2]1[CH:7]=[CH:6][CH:5]=[CH:4][C:3]=1[C:8]1[N:12]([CH2:13][CH:14]([CH3:15])[CH3:16])[CH:11]=[N:10][C:9]=1[C:17]([NH2:26])=[O:19]. The yield is 0.805. (2) The reactants are [F:1][CH2:2][CH2:3][N:4]1[CH:8]=[C:7]([C:9]2[CH:14]=[CH:13][N:12]=[CH:11][CH:10]=2)[C:6]([C:15]2[CH:20]=[CH:19][C:18]([OH:21])=[CH:17][CH:16]=2)=[N:5]1.C(=O)([O-])[O-].[Cs+].[Cs+].Cl[CH2:29][C:30]1[O:31][C:32]2[CH:38]=[CH:37][CH:36]=[CH:35][C:33]=2[N:34]=1. The catalyst is CN(C=O)C.C1COCC1. The product is [F:1][CH2:2][CH2:3][N:4]1[CH:8]=[C:7]([C:9]2[CH:10]=[CH:11][N:12]=[CH:13][CH:14]=2)[C:6]([C:15]2[CH:20]=[CH:19][C:18]([O:21][CH2:29][C:30]3[O:31][C:32]4[CH:38]=[CH:37][CH:36]=[CH:35][C:33]=4[N:34]=3)=[CH:17][CH:16]=2)=[N:5]1. The yield is 0.401. (3) The reactants are [CH3:1][C:2]1[C:6]([CH3:7])=[C:5]([NH:8][C:9](=[O:16])OCC(Cl)(Cl)Cl)[O:4][N:3]=1.[F:17][C:18]1[CH:23]=[C:22]([F:24])[CH:21]=[CH:20][C:19]=1[C:25]1[CH:30]=[C:29]([N:31]2[CH2:36][CH2:35][NH:34][CH2:33][CH2:32]2)[CH:28]=[CH:27][N:26]=1. The catalyst is C(OCC)(=O)C.CCCCCC. The product is [F:17][C:18]1[CH:23]=[C:22]([F:24])[CH:21]=[CH:20][C:19]=1[C:25]1[CH:30]=[C:29]([N:31]2[CH2:32][CH2:33][N:34]([C:9]([NH:8][C:5]3[O:4][N:3]=[C:2]([CH3:1])[C:6]=3[CH3:7])=[O:16])[CH2:35][CH2:36]2)[CH:28]=[CH:27][N:26]=1. The yield is 0.560. (4) The reactants are [NH2:1][C:2]1[N:7]=[CH:6][N:5]=[C:4]2[N:8]([CH:12]([C:14]3[CH:21]=[C:20]([Cl:22])[C:17]([C:18]#[N:19])=[C:16]([CH:23]4[CH2:26][NH:25][CH2:24]4)[C:15]=3[O:27][CH3:28])[CH3:13])[N:9]=[C:10]([CH3:11])[C:3]=12.C(N(CC)CC)C.[CH3:36][S:37](Cl)(=[O:39])=[O:38]. The catalyst is ClCCl.CO. The product is [NH2:1][C:2]1[N:7]=[CH:6][N:5]=[C:4]2[N:8]([CH:12]([C:14]3[CH:21]=[C:20]([Cl:22])[C:17]([C:18]#[N:19])=[C:16]([CH:23]4[CH2:24][N:25]([S:37]([CH3:36])(=[O:39])=[O:38])[CH2:26]4)[C:15]=3[O:27][CH3:28])[CH3:13])[N:9]=[C:10]([CH3:11])[C:3]=12. The yield is 0.420. (5) The reactants are Br[CH2:2][CH2:3][CH2:4][N:5]1[CH2:10][C:9]2[CH:11]=[C:12]([F:15])[CH:13]=[CH:14][C:8]=2[N:7]([C:16]2[CH:21]=[CH:20][CH:19]=[CH:18][C:17]=2[F:22])[S:6]1(=[O:24])=[O:23].[CH:25]1([NH2:28])[CH2:27][CH2:26]1.Cl. No catalyst specified. The product is [F:15][C:12]1[CH:13]=[CH:14][C:8]2[N:7]([C:16]3[CH:21]=[CH:20][CH:19]=[CH:18][C:17]=3[F:22])[S:6](=[O:24])(=[O:23])[N:5]([CH2:4][CH2:3][CH2:2][NH:28][CH:25]3[CH2:27][CH2:26]3)[CH2:10][C:9]=2[CH:11]=1. The yield is 0.960. (6) The reactants are [Cl-].[Al+3].[Cl-].[Cl-].[C:5]([N:8]1[CH2:13][CH2:12][CH:11]([C:14](Cl)=[O:15])[CH2:10][CH2:9]1)(=[O:7])[CH3:6].[C:17]1([S:23][CH3:24])[CH:22]=[CH:21][CH:20]=[CH:19][CH:18]=1. The catalyst is ClCCl. The product is [C:5]([N:8]1[CH2:13][CH2:12][CH:11]([C:14](=[O:15])[C:20]2[CH:21]=[CH:22][C:17]([S:23][CH3:24])=[CH:18][CH:19]=2)[CH2:10][CH2:9]1)(=[O:7])[CH3:6]. The yield is 0.820. (7) The product is [CH3:28][C@@:9]1([CH:19]=[CH:20][C:21]2[N:22]([CH2:26][CH3:27])[CH:23]=[CH:24][CH:25]=2)[CH2:10][O:11][C:12](=[O:18])[NH:8]1. The yield is 0.860. The reactants are C(OC([NH:8][C@:9]([CH3:28])([CH:19]=[CH:20][C:21]1[N:22]([CH2:26][CH3:27])[CH:23]=[CH:24][CH:25]=1)[CH2:10][O:11][C:12](=[O:18])CCCCC)=O)(C)(C)C.[OH-].[Na+].CC(C)([O-])C.[K+]. The catalyst is O1CCCC1.CO.C(O)(=O)C.C(OCC)(=O)C.O. (8) The reactants are [CH3:1][O:2][C:3]1[CH:4]=[C:5]([CH:8]=[CH:9][C:10]=1[CH3:11])[CH2:6]O.P(Br)(Br)[Br:13]. The catalyst is CCOCC. The product is [CH3:1][O:2][C:3]1[CH:4]=[C:5]([CH:8]=[CH:9][C:10]=1[CH3:11])[CH2:6][Br:13]. The yield is 0.935. (9) The reactants are [OH:1][C:2]1[C:3]([O:20][CH3:21])=[C:4]([C:10]2[CH:18]=[CH:17][CH:16]=[C:15]3[C:11]=2[CH2:12][CH2:13][C:14]3=[O:19])[CH:5]=[CH:6][C:7]=1[O:8][CH3:9].C(=O)([O-])[O-].[K+].[K+].Br[CH2:29][C:30]1([CH2:34][OH:35])[CH2:33][O:32][CH2:31]1. The product is [OH:35][CH2:34][C:30]1([CH2:29][O:1][C:2]2[C:3]([O:20][CH3:21])=[C:4]([C:10]3[CH:18]=[CH:17][CH:16]=[C:15]4[C:11]=3[CH2:12][CH2:13][C:14]4=[O:19])[CH:5]=[CH:6][C:7]=2[O:8][CH3:9])[CH2:33][O:32][CH2:31]1. The yield is 0.276. The catalyst is C(#N)C.